This data is from Reaction yield outcomes from USPTO patents with 853,638 reactions. The task is: Predict the reaction yield, written as a fraction of the theoretical maximum amount of product (1.0 means a 100% yield; for example, 0.34 means a 34% yield). (1) The reactants are [N:1]([CH2:4][C@@H:5]([NH:15][C:16]([C:18]1[S:19][C:20]([C:23]2[C:24]3[C@H:31]([CH3:32])[CH2:30][C@@H:29]([OH:33])[C:25]=3[N:26]=[CH:27][N:28]=2)=[CH:21][CH:22]=1)=[O:17])[CH2:6][C:7]1[CH:12]=[CH:11][C:10]([Cl:13])=[CH:9][C:8]=1[Cl:14])=[N+]=[N-]. The catalyst is CO.[Pd]. The product is [NH2:1][CH2:4][C@@H:5]([NH:15][C:16]([C:18]1[S:19][C:20]([C:23]2[C:24]3[C@H:31]([CH3:32])[CH2:30][C@@H:29]([OH:33])[C:25]=3[N:26]=[CH:27][N:28]=2)=[CH:21][CH:22]=1)=[O:17])[CH2:6][C:7]1[CH:12]=[CH:11][C:10]([Cl:13])=[CH:9][C:8]=1[Cl:14]. The yield is 0.980. (2) The reactants are [ClH:1].[NH2:2][C:3]([NH2:5])=[NH:4].C[O-].[Na+].CN(C)C=O.[CH3:14][C:15]1[C:19]([C:20](OC)=[O:21])=[N:18][N:17]([C:24]2[CH:29]=[CH:28][CH:27]=[CH:26][CH:25]=2)[N:16]=1. The catalyst is CO.O.O1CCCC1. The product is [ClH:1].[CH3:14][C:15]1[C:19]([C:20]([NH:4][C:3]([NH2:5])=[NH:2])=[O:21])=[N:18][N:17]([C:24]2[CH:29]=[CH:28][CH:27]=[CH:26][CH:25]=2)[N:16]=1. The yield is 0.470. (3) The reactants are F[C:2]1[C:7]([NH2:8])=[CH:6][CH:5]=[C:4]([F:9])[N:3]=1.C[N:11]([CH:13]=O)[CH3:12].[C:15]([O-:18])([O-])=O.[K+].[K+]. The catalyst is C(Cl)Cl.N1C=CC=CC=1. The product is [F:9][C:4]1[N:3]=[C:2]2[O:18][C:15]([C:6]3[CH:7]=[CH:2][C:13]([NH:11][CH3:12])=[CH:4][CH:5]=3)=[N:8][C:7]2=[CH:6][CH:5]=1. The yield is 0.890. (4) The reactants are [Br:1][C:2]1[S:6][C:5]([C:7]2[CH:12]=[CH:11][N:10]=[C:9]([SH:13])[N:8]=2)=[CH:4][CH:3]=1.[CH3:14]I. The catalyst is O.[OH-].[Na+].CCO. The product is [Br:1][C:2]1[S:6][C:5]([C:7]2[CH:12]=[CH:11][N:10]=[C:9]([S:13][CH3:14])[N:8]=2)=[CH:4][CH:3]=1. The yield is 0.886. (5) The reactants are [C:1]1([C:7]2[N:11]([CH2:12][C:13]3[CH:18]=[CH:17][C:16]([C:19]([F:22])([F:21])[F:20])=[CH:15][CH:14]=3)[C:10]([C:23]3[CH:24]=[C:25]4[C:30](=[CH:31][CH:32]=3)[CH:29]=[C:28]([OH:33])[CH:27]=[CH:26]4)=[CH:9][CH:8]=2)[CH:6]=[CH:5][CH:4]=[CH:3][CH:2]=1.[CH3:34][O:35][C:36](=[O:53])[CH:37](OS(C(F)(F)F)(=O)=O)[CH2:38][C:39]1[CH:44]=[CH:43][CH:42]=[CH:41][CH:40]=1.C(=O)([O-])[O-].[Cs+].[Cs+]. No catalyst specified. The product is [C:39]1([CH2:38][CH:37]([O:33][C:28]2[CH:27]=[CH:26][C:25]3[C:30](=[CH:31][CH:32]=[C:23]([C:10]4[N:11]([CH2:12][C:13]5[CH:14]=[CH:15][C:16]([C:19]([F:22])([F:21])[F:20])=[CH:17][CH:18]=5)[C:7]([C:1]5[CH:2]=[CH:3][CH:4]=[CH:5][CH:6]=5)=[CH:8][CH:9]=4)[CH:24]=3)[CH:29]=2)[C:36]([O:35][CH3:34])=[O:53])[CH:44]=[CH:43][CH:42]=[CH:41][CH:40]=1. The yield is 0.900. (6) The reactants are [C:1]([C:3]1[N:8]=[C:7]([CH2:9][C:10]([NH2:12])=[S:11])[CH:6]=[CH:5][CH:4]=1)#[N:2].[C:13](OC)(=[O:21])[C:14]1[C:15](=[CH:17][CH:18]=[CH:19][CH:20]=1)[SH:16].C(N(CC)CC)C. The catalyst is C1(C)C=CC=CC=1. The product is [O:21]=[C:13]1[C:14]2[CH:20]=[CH:19][CH:18]=[CH:17][C:15]=2[S:16][C:1]([C:3]2[N:8]=[C:7]([CH2:9][C:10]([NH2:12])=[S:11])[CH:6]=[CH:5][CH:4]=2)=[N:2]1. The yield is 0.410. (7) The reactants are [Cl:1][C:2]1[CH:7]=[CH:6][C:5]([CH:8]2[C:16]3[O:15][C:14](=O)[NH:13][C:12](=[O:18])[C:11]=3[CH2:10][CH2:9]2)=[CH:4][CH:3]=1.[OH-].[NH4+:20]. No catalyst specified. The product is [Cl:1][C:2]1[CH:7]=[CH:6][C:5]([CH:8]2[C:16]3[NH:20][C:14](=[O:15])[NH:13][C:12](=[O:18])[C:11]=3[CH2:10][CH2:9]2)=[CH:4][CH:3]=1. The yield is 0.910.